Dataset: Catalyst prediction with 721,799 reactions and 888 catalyst types from USPTO. Task: Predict which catalyst facilitates the given reaction. (1) Reactant: [CH3:1][C:2]1[CH:3]=[C:4]([CH3:12])[C:5]2[C:6]([C:10]=1[NH2:11])=[N:7][S:8][N:9]=2.[OH:13][CH:14]([CH3:18])[C:15](=O)[CH3:16].Cl. Product: [CH3:1][C:2]1[CH:3]=[C:4]([CH3:12])[C:5]2[C:6]([C:10]=1[NH:11][CH:15]([CH3:16])[C:14](=[O:13])[CH3:18])=[N:7][S:8][N:9]=2. The catalyst class is: 244. (2) Reactant: [C:1]([C:3]1[CH:18]=[CH:17][C:6]([O:7][C:8]2[CH:16]=[CH:15][C:11](C(O)=O)=[CH:10][CH:9]=2)=[CH:5][CH:4]=1)#[N:2].Cl.CN(C)[CH2:22][CH2:23][CH2:24]N=C=NCC.[OH:31]N1C2C=CC=CC=2N=N1.NCC1[C:44]([OH:51])=[N:45][C:46](C)=CC=1C.C([N:54]([CH2:57][CH3:58])[CH2:55][CH3:56])C. Product: [C:1]([C:3]1[CH:4]=[CH:5][C:6]([O:7][C:8]2[CH:9]=[C:10]([CH:11]=[CH:15][CH:16]=2)[C:44]([NH:45][CH2:46][C:58]2[C:57]([OH:31])=[N:54][C:55]([CH3:56])=[CH:22][C:23]=2[CH3:24])=[O:51])=[CH:17][CH:18]=1)#[N:2]. The catalyst class is: 4.